From a dataset of Full USPTO retrosynthesis dataset with 1.9M reactions from patents (1976-2016). Predict the reactants needed to synthesize the given product. Given the product [NH2:42][C@H:40]([CH3:41])[CH2:39][NH:43][C:2]1[C:11]2[C:6](=[CH:7][CH:8]=[CH:9][CH:10]=2)[N:5]=[C:4]([C:12]2[CH:17]=[CH:16][CH:15]=[CH:14][C:13]=2[OH:18])[N:3]=1, predict the reactants needed to synthesize it. The reactants are: Cl[C:2]1[C:11]2[C:6](=[CH:7][CH:8]=[CH:9][CH:10]=2)[N:5]=[C:4]([C:12]2[CH:17]=[CH:16][CH:15]=[CH:14][C:13]=2[OH:18])[N:3]=1.BrC1C2C(=CC=CC=2)N=C(C2C=CC=CC=2O)N=1.Cl.Cl.[CH2:39]([NH2:43])[C@H:40]([NH2:42])[CH3:41].C(N(C(C)C)CC)(C)C.